This data is from Catalyst prediction with 721,799 reactions and 888 catalyst types from USPTO. The task is: Predict which catalyst facilitates the given reaction. (1) Reactant: [C:1]1([C:7]2[CH:16]=[C:15]3[C:10]([CH:11]=[CH:12][CH:13]=[N:14]3)=[CH:9][N:8]=2)[CH:6]=[CH:5][CH:4]=[CH:3][CH:2]=1. Product: [C:1]1([C:7]2[CH:16]=[C:15]3[C:10]([CH2:11][CH2:12][CH2:13][NH:14]3)=[CH:9][N:8]=2)[CH:2]=[CH:3][CH:4]=[CH:5][CH:6]=1. The catalyst class is: 19. (2) Reactant: [C:1]([C:4]1[CH:9]=[CH:8][C:7]([CH2:10][CH2:11][C:12]([O:14][C:15]([CH3:18])([CH3:17])[CH3:16])=[O:13])=[CH:6][C:5]=1[Cl:19])(=[NH:3])[NH2:2].[Cl:20][C:21]1[C:22]2[N:23]([CH:31]=[C:32]([C:34](O)=[O:35])[N:33]=2)[CH:24]=[C:25]([C:27]([F:30])([F:29])[F:28])[CH:26]=1.CCN=C=NCCCN(C)C.Cl.C1C=CC2N(O)N=NC=2C=1. Product: [Cl:19][C:5]1[CH:6]=[C:7]([CH2:10][CH2:11][C:12]([O:14][C:15]([CH3:16])([CH3:18])[CH3:17])=[O:13])[CH:8]=[CH:9][C:4]=1[C:1]1[N:2]=[C:34]([C:32]2[N:33]=[C:22]3[C:21]([Cl:20])=[CH:26][C:25]([C:27]([F:30])([F:29])[F:28])=[CH:24][N:23]3[CH:31]=2)[O:35][N:3]=1. The catalyst class is: 3. (3) Reactant: [Cl:1][C:2]1[C:3]([CH2:12][C:13]#[N:14])=[N:4][CH:5]=[C:6]([C:8]([F:11])([F:10])[F:9])[CH:7]=1.[CH:15](C)(C)[C:16]([O-])=O.[K+].C(I)C.O. Product: [Cl:1][C:2]1[C:3]([CH:12]([CH2:15][CH3:16])[C:13]#[N:14])=[N:4][CH:5]=[C:6]([C:8]([F:11])([F:9])[F:10])[CH:7]=1. The catalyst class is: 56. (4) Reactant: C(OC(=O)[NH:7][C@@H:8]([CH2:14][N:15](C(OCC1C=CC=CC=1)=O)[CH2:16][C:17]1[CH:22]=[CH:21][C:20]([CH3:23])=[CH:19][C:18]=1[CH3:24])[C@@H:9]([OH:13])[CH2:10][CH2:11][CH3:12])(C)(C)C. Product: [NH2:7][C@H:8]([C@@H:9]([OH:13])[CH2:10][CH2:11][CH3:12])[CH2:14][NH:15][CH2:16][C:17]1[CH:22]=[CH:21][C:20]([CH3:23])=[CH:19][C:18]=1[CH3:24]. The catalyst class is: 19. (5) Reactant: [C:1]([C:5]1[CH:6]=[C:7]([CH2:16][CH2:17][C:18]([NH:20][C:21]2[CH:26]=[CH:25][C:24]([S:27](Cl)(=[O:29])=[O:28])=[CH:23][CH:22]=2)=[O:19])[CH:8]=[C:9]([C:12]([CH3:15])([CH3:14])[CH3:13])[C:10]=1[OH:11])([CH3:4])([CH3:3])[CH3:2].Br.[Br:32][CH2:33][CH2:34][NH2:35].C(N(CC)CC)C. Product: [Br:32][CH2:33][CH2:34][NH:35][S:27]([C:24]1[CH:25]=[CH:26][C:21]([NH:20][C:18](=[O:19])[CH2:17][CH2:16][C:7]2[CH:6]=[C:5]([C:1]([CH3:4])([CH3:3])[CH3:2])[C:10]([OH:11])=[C:9]([C:12]([CH3:15])([CH3:14])[CH3:13])[CH:8]=2)=[CH:22][CH:23]=1)(=[O:29])=[O:28]. The catalyst class is: 1.